From a dataset of Full USPTO retrosynthesis dataset with 1.9M reactions from patents (1976-2016). Predict the reactants needed to synthesize the given product. (1) Given the product [F:1][C:2]([F:26])([F:27])[C:3]1[CH:4]=[C:5]([NH:9][C:10](=[O:25])[C:11](=[CH:31][C:30]2[C:29]([Cl:28])=[N:36][CH:35]=[CH:34][CH:33]=2)[C:12]([NH:14][C:15]2[CH:20]=[CH:19][CH:18]=[C:17]([C:21]([F:24])([F:23])[F:22])[CH:16]=2)=[O:13])[CH:6]=[CH:7][CH:8]=1, predict the reactants needed to synthesize it. The reactants are: [F:1][C:2]([F:27])([F:26])[C:3]1[CH:4]=[C:5]([NH:9][C:10](=[O:25])[CH2:11][C:12]([NH:14][C:15]2[CH:20]=[CH:19][CH:18]=[C:17]([C:21]([F:24])([F:23])[F:22])[CH:16]=2)=[O:13])[CH:6]=[CH:7][CH:8]=1.[Cl:28][C:29]1[N:36]=[CH:35][CH:34]=[CH:33][C:30]=1[CH:31]=O. (2) Given the product [OH:16][CH2:15][C:14]([NH:13][C:11]([C:10]1[C:4]2[C:5](=[N:6][CH:7]=[C:2]([N:45]3[C:46]4[C:42](=[CH:41][C:40]([Cl:39])=[CH:48][CH:47]=4)[CH:43]=[N:44]3)[N:3]=2)[N:8]([CH2:19][O:20][CH2:21][CH2:22][Si:23]([CH3:26])([CH3:25])[CH3:24])[CH:9]=1)=[O:12])([CH3:18])[CH3:17], predict the reactants needed to synthesize it. The reactants are: Br[C:2]1[N:3]=[C:4]2[C:10]([C:11]([NH:13][C:14]([CH3:18])([CH3:17])[CH2:15][OH:16])=[O:12])=[CH:9][N:8]([CH2:19][O:20][CH2:21][CH2:22][Si:23]([CH3:26])([CH3:25])[CH3:24])[C:5]2=[N:6][CH:7]=1.[I-].[Na+].CN[C@@H]1CCCC[C@H]1NC.[Cl:39][C:40]1[CH:41]=[C:42]2[C:46](=[CH:47][CH:48]=1)[NH:45][N:44]=[CH:43]2.[O-]P([O-])([O-])=O.[K+].[K+].[K+]. (3) Given the product [C:4]1([C@H:39]([CH2:38][OH:37])[NH2:34])[CH:9]=[CH:8][CH:7]=[CH:6][CH:5]=1, predict the reactants needed to synthesize it. The reactants are: COC(=O)[C:4]1[CH:9]=[CH:8][CH:7]=[CH:6][C:5]=1CC[C@@H](O)[C@@H](NC(OC(C)(C)C)=O)C[C:4]1[CH:9]=[CH:8][CH:7]=[CH:6][CH:5]=1.[OH-].[Na+].C[N:34]1[CH2:39][CH2:38][O:37]CC1.CCN=C=NCCCN(C)C.C1C=CC2N(O)N=NC=2C=1. (4) Given the product [C:42]([C:2]1[C:11]2[CH:12]([CH2:14][N:15]3[CH2:20][CH2:19][CH:18]([N:21]([CH2:29][C:30]4[N:35]=[CH:34][C:33]5[O:36][CH2:37][CH2:38][O:39][C:32]=5[CH:31]=4)[C:22](=[O:28])[O:23][C:24]([CH3:25])([CH3:26])[CH3:27])[CH2:17][CH2:16]3)[CH2:13][N:9]3[C:10]=2[C:5]([CH:6]=[CH:7][C:8]3=[O:40])=[CH:4][CH:3]=1)#[N:43], predict the reactants needed to synthesize it. The reactants are: Br[C:2]1[C:11]2[CH:12]([CH2:14][N:15]3[CH2:20][CH2:19][CH:18]([N:21]([CH2:29][C:30]4[N:35]=[CH:34][C:33]5[O:36][CH2:37][CH2:38][O:39][C:32]=5[CH:31]=4)[C:22](=[O:28])[O:23][C:24]([CH3:27])([CH3:26])[CH3:25])[CH2:17][CH2:16]3)[CH2:13][N:9]3[C:10]=2[C:5]([CH:6]=[CH:7][C:8]3=[O:40])=[CH:4][CH:3]=1.[Cu][C:42]#[N:43].